Dataset: Reaction yield outcomes from USPTO patents with 853,638 reactions. Task: Predict the reaction yield, written as a fraction of the theoretical maximum amount of product (1.0 means a 100% yield; for example, 0.34 means a 34% yield). (1) The product is [F:1][C:2]1[CH:7]=[CH:6][C:5]([N:8]2[CH2:13][CH2:12][N:11]3[N:14]=[C:15]([CH2:17][O:18][C:21]4[CH:26]=[CH:25][CH:24]=[CH:23][N:22]=4)[CH:16]=[C:10]3[C:9]2=[O:19])=[CH:4][CH:3]=1. The reactants are [F:1][C:2]1[CH:7]=[CH:6][C:5]([N:8]2[CH2:13][CH2:12][N:11]3[N:14]=[C:15]([CH2:17][OH:18])[CH:16]=[C:10]3[C:9]2=[O:19])=[CH:4][CH:3]=1.Cl[C:21]1[CH:26]=[CH:25][CH:24]=[CH:23][N:22]=1.C(=O)([O-])[O-].[Cs+].[Cs+].C1(C2C=CC=CC=2)C=CC=CC=1P(C(C)(C)C)C(C)(C)C. The yield is 0.650. The catalyst is C1(C)C=CC=CC=1.C([O-])(=O)C.[Pd+2].C([O-])(=O)C. (2) The product is [CH:13]1([C:16]2[S:48][C:19]3[N:20]([CH2:33][C:34]4[CH:35]=[CH:36][C:37]([C:40]5[CH:45]=[CH:44][CH:43]=[CH:42][C:41]=5[C:46]5[NH:3][C:4](=[O:7])[O:5][N:47]=5)=[CH:38][CH:39]=4)[C:21](=[O:32])[N:22]([CH2:25][C:26](=[O:31])[C:27]([CH3:28])([CH3:30])[CH3:29])[C:23](=[O:24])[C:18]=3[CH:17]=2)[CH2:15][CH2:14]1. The yield is 0.720. The catalyst is O.C(OCC)(=O)C. The reactants are [Cl-].O[NH3+:3].[C:4](=[O:7])([O-])[OH:5].[Na+].CS(C)=O.[CH:13]1([C:16]2[S:48][C:19]3[N:20]([CH2:33][C:34]4[CH:39]=[CH:38][C:37]([C:40]5[C:41]([C:46]#[N:47])=[CH:42][CH:43]=[CH:44][CH:45]=5)=[CH:36][CH:35]=4)[C:21](=[O:32])[N:22]([CH2:25][C:26](=[O:31])[C:27]([CH3:30])([CH3:29])[CH3:28])[C:23](=[O:24])[C:18]=3[CH:17]=2)[CH2:15][CH2:14]1. (3) The reactants are [CH:1]1([O:5][C:6]2[C:15]([C:16]3[CH:17]=[N:18][NH:19][CH:20]=3)=[CH:14][CH:13]=[C:12]3[C:7]=2[CH2:8][CH2:9][C@H:10]([CH3:25])[N:11]3[C:21]([O:23][CH3:24])=[O:22])[CH2:4][CH2:3][CH2:2]1.CS(O[CH:31]1[CH2:36][CH2:35][S:34](=[O:38])(=[O:37])[CH2:33][CH2:32]1)(=O)=O.C(=O)([O-])[O-].[Cs+].[Cs+]. The catalyst is CN(C)C=O.O. The product is [CH:1]1([O:5][C:6]2[C:15]([C:16]3[CH:20]=[N:19][N:18]([CH:31]4[CH2:36][CH2:35][S:34](=[O:38])(=[O:37])[CH2:33][CH2:32]4)[CH:17]=3)=[CH:14][CH:13]=[C:12]3[C:7]=2[CH2:8][CH2:9][C@H:10]([CH3:25])[N:11]3[C:21]([O:23][CH3:24])=[O:22])[CH2:2][CH2:3][CH2:4]1. The yield is 0.180. (4) The reactants are Br[C:2]1[CH:3]=[C:4]([N:8]2[CH2:13][CH2:12][O:11][CH2:10][CH2:9]2)[CH:5]=[N:6][CH:7]=1.C[CH2:15][O:16]CC.C([Li])CCC.CN(C=O)C. The catalyst is CCCCCC. The product is [N:8]1([C:4]2[CH:5]=[N:6][CH:7]=[C:2]([CH:3]=2)[CH:15]=[O:16])[CH2:13][CH2:12][O:11][CH2:10][CH2:9]1. The yield is 0.900.